This data is from Forward reaction prediction with 1.9M reactions from USPTO patents (1976-2016). The task is: Predict the product of the given reaction. (1) Given the reactants [Cl-].O[NH3+:3].[C:4](=[O:7])([O-])[OH:5].[Na+].CS(C)=O.[CH:13]([O:16][C:17]1[CH:22]=[CH:21][C:20]([C:23]2[C:28](=[O:29])[N:27]([CH2:30][C:31]3[CH:36]=[CH:35][C:34]([C:37]4[C:38]([C:43]#[N:44])=[CH:39][CH:40]=[CH:41][CH:42]=4)=[CH:33][CH:32]=3)[C:26]([CH2:45][CH2:46][CH3:47])=[N:25][C:24]=2[CH3:48])=[CH:19][CH:18]=1)([CH3:15])[CH3:14], predict the reaction product. The product is: [CH:13]([O:16][C:17]1[CH:18]=[CH:19][C:20]([C:23]2[C:28](=[O:29])[N:27]([CH2:30][C:31]3[CH:36]=[CH:35][C:34]([C:37]4[CH:42]=[CH:41][CH:40]=[CH:39][C:38]=4[C:43]4[NH:3][C:4](=[O:7])[O:5][N:44]=4)=[CH:33][CH:32]=3)[C:26]([CH2:45][CH2:46][CH3:47])=[N:25][C:24]=2[CH3:48])=[CH:21][CH:22]=1)([CH3:15])[CH3:14]. (2) Given the reactants [CH3:1][C:2]1[N:7]=[C:6]([C:8]2[CH:13]=[CH:12][CH:11]=[C:10]([C:14]3[CH:15]=[C:16]([S:20](Cl)(=[O:22])=[O:21])[CH:17]=[CH:18][CH:19]=3)[N:9]=2)[CH:5]=[C:4]([C:24]2[CH:29]=[CH:28][C:27]([C:30]([F:33])([F:32])[F:31])=[CH:26][CH:25]=2)[CH:3]=1.[F:34][C:35]([F:39])([F:38])[CH2:36][NH2:37].C(N(CC)CC)C, predict the reaction product. The product is: [CH3:1][C:2]1[N:7]=[C:6]([C:8]2[CH:13]=[CH:12][CH:11]=[C:10]([C:14]3[CH:15]=[C:16]([S:20]([NH:37][CH2:36][C:35]([F:39])([F:38])[F:34])(=[O:22])=[O:21])[CH:17]=[CH:18][CH:19]=3)[N:9]=2)[CH:5]=[C:4]([C:24]2[CH:29]=[CH:28][C:27]([C:30]([F:33])([F:32])[F:31])=[CH:26][CH:25]=2)[CH:3]=1. (3) Given the reactants [OH:1][C:2]1[CH:7]=[CH:6][C:5]([CH2:8][CH2:9][CH2:10][CH2:11][OH:12])=[CH:4][CH:3]=1.Cl[CH2:14][C:15]1[N:16]=[C:17](/[CH:20]=[CH:21]/[C:22]2[CH:27]=[CH:26][C:25]([Br:28])=[CH:24][CH:23]=2)[O:18][CH:19]=1, predict the reaction product. The product is: [Br:28][C:25]1[CH:26]=[CH:27][C:22](/[CH:21]=[CH:20]/[C:17]2[O:18][CH:19]=[C:15]([CH2:14][O:1][C:2]3[CH:3]=[CH:4][C:5]([CH2:8][CH2:9][CH2:10][CH2:11][OH:12])=[CH:6][CH:7]=3)[N:16]=2)=[CH:23][CH:24]=1. (4) Given the reactants [O:8]=[C:5]1[CH2:4][O:3][C:5](=[O:8])[CH2:4][O:3]1.[CH2:9]([NH:12][CH2:13][CH2:14][CH3:15])[CH2:10][CH3:11], predict the reaction product. The product is: [N:12]([C:5]([CH2:4][OH:3])=[O:8])([CH2:13][CH2:14][CH3:15])[CH2:9][CH2:10][CH3:11]. (5) Given the reactants C([O:3][C:4](=O)[CH:5]=[C:6]([C:8]1[CH:13]=[CH:12][C:11]([C:14]2[CH:19]=[CH:18][CH:17]=[CH:16][CH:15]=2)=[CH:10][CH:9]=1)[CH3:7])C.[AlH3], predict the reaction product. The product is: [C:11]1([C:14]2[CH:15]=[CH:16][CH:17]=[CH:18][CH:19]=2)[CH:10]=[CH:9][C:8]([C:6]([CH3:7])=[CH:5][CH2:4][OH:3])=[CH:13][CH:12]=1. (6) Given the reactants CS(O[CH2:6][CH:7]1[CH2:10][CH:9]([NH:11][C:12](=[O:41])[NH:13][C:14]2[CH:19]=[C:18]([CH2:20][N:21]3[C:25]([CH3:27])([CH3:26])[C:24](=[O:28])[N:23]([C:29]4[CH:34]=[CH:33][C:32]([S:35][C:36]([F:39])([F:38])[F:37])=[CH:31][CH:30]=4)[C:22]3=[O:40])[CH:17]=[CH:16][N:15]=2)[CH2:8]1)(=O)=O.[NH:42]1[CH2:45][CH2:44][CH2:43]1, predict the reaction product. The product is: [N:42]1([CH2:6][CH:7]2[CH2:8][CH:9]([NH:11][C:12]([NH:13][C:14]3[CH:19]=[C:18]([CH2:20][N:21]4[C:25]([CH3:27])([CH3:26])[C:24](=[O:28])[N:23]([C:29]5[CH:30]=[CH:31][C:32]([S:35][C:36]([F:37])([F:38])[F:39])=[CH:33][CH:34]=5)[C:22]4=[O:40])[CH:17]=[CH:16][N:15]=3)=[O:41])[CH2:10]2)[CH2:45][CH2:44][CH2:43]1. (7) Given the reactants [CH2:1]([N:8]1[CH:16]=[C:15]2[C:10]([CH:11]=[C:12]([C:17]3[CH:18]=[C:19]([CH:27]4[O:32][CH2:31][CH:30]5[CH2:33][NH:34][CH2:35][CH2:36][N:29]5[CH2:28]4)[N:20]4[C:25]=3[C:24]([NH2:26])=[N:23][CH:22]=[N:21]4)[CH:13]=[CH:14]2)=[N:9]1)[C:2]1[CH:7]=[CH:6][CH:5]=[CH:4][CH:3]=1.C(N(CC)CC)C.[C:44](O)(=[O:47])[CH2:45][OH:46].F[P-](F)(F)(F)(F)F.N1(O[P+](N(C)C)(N(C)C)N(C)C)C2C=CC=CC=2N=N1, predict the reaction product. The product is: [NH2:26][C:24]1[C:25]2=[C:17]([C:12]3[CH:13]=[CH:14][C:15]4[C:10]([CH:11]=3)=[N:9][N:8]([CH2:1][C:2]3[CH:7]=[CH:6][CH:5]=[CH:4][CH:3]=3)[CH:16]=4)[CH:18]=[C:19]([CH:27]3[O:32][CH2:31][CH:30]4[CH2:33][N:34]([C:45](=[O:46])[CH2:44][OH:47])[CH2:35][CH2:36][N:29]4[CH2:28]3)[N:20]2[N:21]=[CH:22][N:23]=1. (8) Given the reactants [F:1][C:2]1[CH:7]=[C:6](I)[CH:5]=[C:4]([CH3:9])[C:3]=1[C:10](=[O:12])[CH3:11].[O-]P([O-])([O-])=O.[K+].[K+].[K+].[CH3:21][O:22][C:23]1[CH:28]=[CH:27][C:26]([OH:29])=[CH:25][CH:24]=1, predict the reaction product. The product is: [F:1][C:2]1[CH:7]=[C:6]([O:29][C:26]2[CH:27]=[CH:28][C:23]([O:22][CH3:21])=[CH:24][CH:25]=2)[CH:5]=[C:4]([CH3:9])[C:3]=1[C:10](=[O:12])[CH3:11]. (9) The product is: [CH2:7]([N:11]1[C:21]([CH3:22])=[CH:20][C:14]([C:15]([O:17][CH2:18][CH3:19])=[O:16])=[N:12]1)[CH2:8][CH2:9][CH3:10]. Given the reactants C(O)(=O)C(O)=O.[CH2:7]([NH:11][NH2:12])[CH2:8][CH2:9][CH3:10].O=[C:14]([CH2:20][C:21](=O)[CH3:22])[C:15]([O:17][CH2:18][CH3:19])=[O:16].C(N(CC)CC)C, predict the reaction product. (10) Given the reactants [CH3:1][C:2]1[C:11]([NH:12][C@@H:13]2[CH2:17][CH2:16][NH:15][CH2:14]2)=[N:10][C:9]2[C:4](=[CH:5][CH:6]=[CH:7][C:8]=2[C:18]2[NH:26][C:25]3[CH2:24][CH2:23][NH:22][C:21](=[O:27])[C:20]=3[CH:19]=2)[N:3]=1.CCN(CC)CC.[CH3:35][C:36](OC(C)=O)=[O:37], predict the reaction product. The product is: [C:36]([N:15]1[CH2:16][CH2:17][C@@H:13]([NH:12][C:11]2[C:2]([CH3:1])=[N:3][C:4]3[C:9]([N:10]=2)=[C:8]([C:18]2[NH:26][C:25]4[CH2:24][CH2:23][NH:22][C:21](=[O:27])[C:20]=4[CH:19]=2)[CH:7]=[CH:6][CH:5]=3)[CH2:14]1)(=[O:37])[CH3:35].